From a dataset of Peptide-MHC class I binding affinity with 185,985 pairs from IEDB/IMGT. Regression. Given a peptide amino acid sequence and an MHC pseudo amino acid sequence, predict their binding affinity value. This is MHC class I binding data. The peptide sequence is LLGRNSFEV. The MHC is HLA-A02:02 with pseudo-sequence HLA-A02:02. The binding affinity (normalized) is 0.587.